From a dataset of Full USPTO retrosynthesis dataset with 1.9M reactions from patents (1976-2016). Predict the reactants needed to synthesize the given product. (1) Given the product [CH3:32][N:35]([CH:37]=[N:26][C:24]([C:21]1[CH:22]=[C:23]2[C:18](=[CH:19][CH:20]=1)[NH:17][N:16]=[C:15]2[C:13]1[NH:12][C:9]2[C:8]([N:14]=1)=[CH:7][C:6]1[C:5]([CH3:28])([CH3:27])[C:4](=[O:29])[N:3]([CH2:1][CH3:2])[C:11]=1[CH:10]=2)=[O:25])[CH3:36], predict the reactants needed to synthesize it. The reactants are: [CH2:1]([N:3]1[C:11]2[CH:10]=[C:9]3[NH:12][C:13]([C:15]4[C:23]5[C:18](=[CH:19][CH:20]=[C:21]([C:24]([NH2:26])=[O:25])[CH:22]=5)[NH:17][N:16]=4)=[N:14][C:8]3=[CH:7][C:6]=2[C:5]([CH3:28])([CH3:27])[C:4]1=[O:29])[CH3:2].CO[CH:32]([N:35]([CH3:37])[CH3:36])OC. (2) Given the product [C:17]1(=[O:27])[N:21]([CH2:8][C:9]2[CH:15]=[CH:14][CH:13]=[CH:12][C:10]=2[C:11]2[C:5]([C:6]([OH:7])=[O:16])=[CH:4][CH:3]=[CH:2][CH:1]=2)[C:20](=[O:22])[C:19]2=[CH:23][CH:24]=[CH:25][CH:26]=[C:18]12, predict the reactants needed to synthesize it. The reactants are: [CH:1]1[C:11]2[C:10]3[CH:12]=[CH:13][CH:14]=[CH:15][C:9]=3[CH2:8][O:7][C:6](=[O:16])[C:5]=2[CH:4]=[CH:3][CH:2]=1.[C:17]1(=[O:27])[NH:21][C:20](=[O:22])[C:19]2=[CH:23][CH:24]=[CH:25][CH:26]=[C:18]12.[K]. (3) Given the product [CH3:1][C:2]1[CH:7]=[CH:6][C:5]([CH:8]2[C:24]3[CH:25]=[CH:26][CH:27]=[CH:28][C:23]=3[O:22][C:10]3([CH2:15][CH2:14][N:13]([CH2:16][C:17]([O:19][CH2:20][CH3:21])=[O:18])[CH2:12][CH2:11]3)[CH2:9]2)=[CH:4][CH:3]=1, predict the reactants needed to synthesize it. The reactants are: [CH3:1][C:2]1[CH:7]=[CH:6][C:5]([C:8]2[C:24]3[CH:25]=[CH:26][CH:27]=[CH:28][C:23]=3[O:22][C:10]3([CH2:15][CH2:14][N:13]([CH2:16][C:17]([O:19][CH2:20][CH3:21])=[O:18])[CH2:12][CH2:11]3)[CH:9]=2)=[CH:4][CH:3]=1. (4) Given the product [OH:16][C:17]1[CH:18]=[C:19]([CH:30]=[C:31]([OH:33])[CH:32]=1)[C:20]([O:22][CH2:23][CH2:24][CH2:25][CH2:26][CH2:27][CH2:28][O:8][C:7](=[O:9])[C:6]1[CH:5]=[C:4]([N+:1]([O-:3])=[O:2])[CH:12]=[C:11]([N+:13]([O-:15])=[O:14])[CH:10]=1)=[O:21], predict the reactants needed to synthesize it. The reactants are: [N+:1]([C:4]1[CH:5]=[C:6]([CH:10]=[C:11]([N+:13]([O-:15])=[O:14])[CH:12]=1)[C:7]([OH:9])=[O:8])([O-:3])=[O:2].[OH:16][C:17]1[CH:18]=[C:19]([CH:30]=[C:31]([OH:33])[CH:32]=1)[C:20]([O:22][CH2:23][CH2:24][CH2:25][CH2:26][CH2:27][CH2:28]Cl)=[O:21]. (5) Given the product [C:1]([C:3]1[C:4]([N:18]2[CH2:23][CH2:22][N:21]([C:25]([NH:24][CH2:27][CH2:28][C:29]3[CH:34]=[CH:33][CH:32]=[CH:31][CH:30]=3)=[O:26])[CH2:20][CH2:19]2)=[N:5][C:6]([C:14]([F:15])([F:17])[F:16])=[C:7]([CH:13]=1)[C:8]([O:10][CH2:11][CH3:12])=[O:9])#[N:2], predict the reactants needed to synthesize it. The reactants are: [C:1]([C:3]1[C:4]([N:18]2[CH2:23][CH2:22][NH:21][CH2:20][CH2:19]2)=[N:5][C:6]([C:14]([F:17])([F:16])[F:15])=[C:7]([CH:13]=1)[C:8]([O:10][CH2:11][CH3:12])=[O:9])#[N:2].[N:24]([CH2:27][CH2:28][C:29]1[CH:34]=[CH:33][CH:32]=[CH:31][CH:30]=1)=[C:25]=[O:26]. (6) Given the product [CH3:19][O:18][C:11]1[CH:12]=[C:13]([O:16][CH3:17])[CH:14]=[CH:15][C:10]=1[C:5]1[C:4]([CH2:20][CH3:21])=[N:3][C:2]([C:29]2[CH:28]=[C:27]([F:30])[CH:26]=[CH:25][C:24]=2[O:23][CH3:22])=[C:7]([CH2:8][CH3:9])[N:6]=1, predict the reactants needed to synthesize it. The reactants are: Cl[C:2]1[C:7]([CH2:8][CH3:9])=[N:6][C:5]([C:10]2[CH:15]=[CH:14][C:13]([O:16][CH3:17])=[CH:12][C:11]=2[O:18][CH3:19])=[C:4]([CH2:20][CH3:21])[N:3]=1.[CH3:22][O:23][C:24]1[CH:29]=[CH:28][C:27]([F:30])=[CH:26][C:25]=1B(O)O.C([O-])([O-])=O.[Na+].[Na+].